Dataset: Forward reaction prediction with 1.9M reactions from USPTO patents (1976-2016). Task: Predict the product of the given reaction. Given the reactants C([Mg]Cl)(C)C.Br[C:7]1[CH:12]=[CH:11][CH:10]=[CH:9][N:8]=1.Br[C:14]1[N:15]([CH3:38])[C:16]2[C:21]([C:22]=1[CH:23]1[CH2:27][CH2:26][CH2:25][CH2:24]1)=[CH:20][CH:19]=[C:18]([C:28]([NH:30][C:31]1([C:35]([OH:37])=[O:36])[CH2:34][CH2:33][CH2:32]1)=[O:29])[CH:17]=2.[Cl-].[NH4+].Cl.[OH-].[Na+].C(O)(=O)C, predict the reaction product. The product is: [CH:23]1([C:22]2[C:21]3[C:16](=[CH:17][C:18]([C:28]([NH:30][C:31]4([C:35]([OH:37])=[O:36])[CH2:32][CH2:33][CH2:34]4)=[O:29])=[CH:19][CH:20]=3)[N:15]([CH3:38])[C:14]=2[C:7]2[CH:12]=[CH:11][CH:10]=[CH:9][N:8]=2)[CH2:27][CH2:26][CH2:25][CH2:24]1.